This data is from Full USPTO retrosynthesis dataset with 1.9M reactions from patents (1976-2016). The task is: Predict the reactants needed to synthesize the given product. (1) Given the product [Cl:1][C:2]1[CH:3]=[CH:4][C:5]([CH3:11])=[C:6]([CH:10]=1)[C:7]([O:9][CH2:16][CH3:17])=[O:8], predict the reactants needed to synthesize it. The reactants are: [Cl:1][C:2]1[CH:3]=[CH:4][C:5]([CH3:11])=[C:6]([CH:10]=1)[C:7]([OH:9])=[O:8].S(Cl)(Cl)=O.[CH2:16](O)[CH3:17]. (2) Given the product [Cl:30][C:31]1[CH:36]=[C:35]([F:37])[CH:34]=[CH:33][C:32]=1[CH:38]([N:43]1[CH2:48][CH2:47][CH:46]([CH2:49][O:50][C:51]2[C:59]([CH:60]3[CH2:62][CH2:61]3)=[CH:58][C:54]([C:55]([NH:70][S:67]([CH3:64])(=[O:69])=[O:68])=[O:56])=[C:53]([F:63])[CH:52]=2)[CH2:45][CH2:44]1)[C:39]([F:42])([F:41])[F:40], predict the reactants needed to synthesize it. The reactants are: C1(C2C(O[C@@H]3CCCN(CC4C=C(Cl)C=C(Cl)C=4)C3)=CC(F)=C(C=2)C(O)=O)CC1.[Cl:30][C:31]1[CH:36]=[C:35]([F:37])[CH:34]=[CH:33][C:32]=1[CH:38]([N:43]1[CH2:48][CH2:47][CH:46]([CH2:49][O:50][C:51]2[C:59]([CH:60]3[CH2:62][CH2:61]3)=[CH:58][C:54]([C:55](O)=[O:56])=[C:53]([F:63])[CH:52]=2)[CH2:45][CH2:44]1)[C:39]([F:42])([F:41])[F:40].[CH:64]1([S:67]([NH2:70])(=[O:69])=[O:68])CC1.CS(N)(=O)=O. (3) Given the product [CH2:13]([O:15][C:16](=[O:36])[N:17]([CH2:31][C@H:32]([OH:35])[CH2:33][N:5]1[C:1](=[O:11])[C:2]2=[CH:10][CH:9]=[CH:8][CH:7]=[C:3]2[C:4]1=[O:6])[C:18]1[CH:23]=[CH:22][C:21]([N:24]2[CH2:25][CH2:26][O:27][CH2:28][CH2:29]2)=[C:20]([F:30])[CH:19]=1)[CH3:14], predict the reactants needed to synthesize it. The reactants are: [C:1]1(=[O:11])[NH:5][C:4](=[O:6])[C:3]2=[CH:7][CH:8]=[CH:9][CH:10]=[C:2]12.[K].[CH2:13]([O:15][C:16](=[O:36])[N:17]([CH2:31][C@@H:32]([OH:35])[CH2:33]Cl)[C:18]1[CH:23]=[CH:22][C:21]([N:24]2[CH2:29][CH2:28][O:27][CH2:26][CH2:25]2)=[C:20]([F:30])[CH:19]=1)[CH3:14].O. (4) Given the product [Si:1]([O:18][CH2:19][CH:20]([C:22]1[CH:27]=[CH:26][C:25]([C:28]2[CH:33]=[C:32]([O:34][CH3:35])[CH:31]=[CH:30][C:29]=2[F:36])=[CH:24][N:23]=1)[O:21][C:51]1[CH:52]=[C:47]([C@H:40]([CH:37]2[CH2:38][CH2:39]2)[C@H:41]([CH3:46])[C:42]([O:44][CH3:45])=[O:43])[CH:48]=[CH:49][C:50]=1[I:53])([C:14]([CH3:16])([CH3:17])[CH3:15])([C:8]1[CH:13]=[CH:12][CH:11]=[CH:10][CH:9]=1)[C:2]1[CH:3]=[CH:4][CH:5]=[CH:6][CH:7]=1, predict the reactants needed to synthesize it. The reactants are: [Si:1]([O:18][CH2:19][CH:20]([C:22]1[CH:27]=[CH:26][C:25]([C:28]2[CH:33]=[C:32]([O:34][CH3:35])[CH:31]=[CH:30][C:29]=2[F:36])=[CH:24][N:23]=1)[OH:21])([C:14]([CH3:17])([CH3:16])[CH3:15])([C:8]1[CH:13]=[CH:12][CH:11]=[CH:10][CH:9]=1)[C:2]1[CH:7]=[CH:6][CH:5]=[CH:4][CH:3]=1.[CH:37]1([C@@H:40]([C:47]2[CH:52]=[CH:51][C:50]([I:53])=[C:49](O)[CH:48]=2)[C@H:41]([CH3:46])[C:42]([O:44][CH3:45])=[O:43])[CH2:39][CH2:38]1.C(P(CCCC)CCCC)CCC.N(C(N1CCCCC1)=O)=NC(N1CCCCC1)=O. (5) Given the product [F:1][C:2]1[C:14]([F:15])=[C:13]([F:16])[CH:12]=[CH:11][C:3]=1[NH:4][C@@H:5]([CH3:10])[C:6]([OH:8])=[O:7], predict the reactants needed to synthesize it. The reactants are: [F:1][C:2]1[C:14]([F:15])=[C:13]([F:16])[CH:12]=[CH:11][C:3]=1[NH:4][CH:5]([CH3:10])[C:6]([O:8]C)=[O:7].FC1C(F)=C(F)C=CC=1N[C@H](C)C(OC)=O. (6) Given the product [NH2:19][C:10]1[CH:11]=[C:12]([CH:17]=[CH:18][C:9]=1[NH:8][C:5]1[CH:6]=[CH:7][C:2]([F:1])=[CH:3][CH:4]=1)[C:13]([O:15][CH3:16])=[O:14], predict the reactants needed to synthesize it. The reactants are: [F:1][C:2]1[CH:7]=[CH:6][C:5]([NH:8][C:9]2[CH:18]=[CH:17][C:12]([C:13]([O:15][CH3:16])=[O:14])=[CH:11][C:10]=2[N+:19]([O-])=O)=[CH:4][CH:3]=1.C([O-])(O)=O.[Na+]. (7) Given the product [CH2:14]([N:18]1[CH2:26][C:25]2[C:20](=[CH:21][CH:22]=[C:23]([O:27][C:2]3[CH:3]=[N:4][CH:5]=[CH:6][C:7]=3[C:8]3[CH:13]=[CH:12][CH:11]=[CH:10][CH:9]=3)[CH:24]=2)[C:19]1=[O:28])[CH2:15][CH2:16][CH3:17], predict the reactants needed to synthesize it. The reactants are: Br[C:2]1[CH:3]=[N:4][CH:5]=[CH:6][C:7]=1[C:8]1[CH:13]=[CH:12][CH:11]=[CH:10][CH:9]=1.[CH2:14]([N:18]1[CH2:26][C:25]2[C:20](=[CH:21][CH:22]=[C:23]([OH:27])[CH:24]=2)[C:19]1=[O:28])[CH2:15][CH2:16][CH3:17].C([O-])([O-])=O.[Cs+].[Cs+].CC(C)(C(=O)CC(=O)C(C)(C)C)C.